From a dataset of Forward reaction prediction with 1.9M reactions from USPTO patents (1976-2016). Predict the product of the given reaction. Given the reactants C[O:2][C:3](=[O:38])[CH2:4][C:5]1[CH:10]=[CH:9][CH:8]=[C:7]([O:11][CH2:12][CH2:13][C@H:14]([N:16]([CH2:26][C:27]2[CH:32]=[CH:31][CH:30]=[C:29]([C:33]([F:36])([F:35])[F:34])[C:28]=2[Cl:37])[CH2:17][C@H:18]([C:20]2[CH:25]=[CH:24][CH:23]=[CH:22][CH:21]=2)[CH3:19])[CH3:15])[CH:6]=1.[Li+].[OH-].CC(O)=O.C(OCC)(=O)C, predict the reaction product. The product is: [ClH:37].[Cl:37][C:28]1[C:29]([C:33]([F:34])([F:35])[F:36])=[CH:30][CH:31]=[CH:32][C:27]=1[CH2:26][N:16]([CH2:17][C@H:18]([C:20]1[CH:21]=[CH:22][CH:23]=[CH:24][CH:25]=1)[CH3:19])[C@H:14]([CH3:15])[CH2:13][CH2:12][O:11][C:7]1[CH:6]=[C:5]([CH2:4][C:3]([OH:38])=[O:2])[CH:10]=[CH:9][CH:8]=1.